This data is from Catalyst prediction with 721,799 reactions and 888 catalyst types from USPTO. The task is: Predict which catalyst facilitates the given reaction. (1) Reactant: [OH-].[Ca+2:2].[OH-].[P:4](=[O:8])([OH:7])([OH:6])[OH:5]. Product: [P:4]([O-:8])([O-:7])([O-:6])=[O:5].[Ca+2:2].[Ca+2:2].[Ca+2:2].[P:4]([O-:8])([O-:7])([O-:6])=[O:5]. The catalyst class is: 6. (2) Reactant: [C:1]1([C:13]2[CH:18]=[CH:17][C:16]([C:19]([OH:21])=[O:20])=[C:15]([C:22]([OH:24])=O)[CH:14]=2)[CH:6]=[CH:5][CH:4]=[C:3]([C:7](O)=[O:8])[C:2]=1[C:10]([OH:12])=[O:11]. Product: [CH:5]1[CH:4]=[C:3]2[C:7]([O:11][C:10](=[O:12])[C:2]2=[C:1]([C:13]2[CH:18]=[CH:17][C:16]3[C:19]([O:21][C:22](=[O:24])[C:15]=3[CH:14]=2)=[O:20])[CH:6]=1)=[O:8]. The catalyst class is: 292. (3) The catalyst class is: 18. Reactant: [CH3:1][O:2][C:3](=[O:15])[C:4]([CH3:14])([CH3:13])[CH2:5][C:6]1[CH:11]=[CH:10][C:9]([OH:12])=[CH:8][CH:7]=1.[CH3:16][N:17]1[CH:21]([CH2:22][CH2:23]OS(C2C=CC(C)=CC=2)(=O)=O)[CH2:20][N:19]([CH2:35][C:36]2[CH:41]=[CH:40][C:39]([C:42]([F:45])([F:44])[F:43])=[CH:38][CH:37]=2)[C:18]1=[O:46].C([O-])([O-])=O.[Cs+].[Cs+]. Product: [CH3:1][O:2][C:3](=[O:15])[C:4]([CH3:13])([CH3:14])[CH2:5][C:6]1[CH:11]=[CH:10][C:9]([O:12][CH2:23][CH2:22][CH:21]2[CH2:20][N:19]([CH2:35][C:36]3[CH:41]=[CH:40][C:39]([C:42]([F:44])([F:45])[F:43])=[CH:38][CH:37]=3)[C:18](=[O:46])[N:17]2[CH3:16])=[CH:8][CH:7]=1. (4) Reactant: [NH2:1][CH2:2][CH:3]1[CH2:8][CH2:7][N:6]([C:9]([O:11][C:12]([CH3:15])([CH3:14])[CH3:13])=[O:10])[CH2:5][CH2:4]1.[Cl:16][CH2:17][CH2:18][CH2:19][C:20](Cl)=[O:21]. Product: [C:12]([O:11][C:9]([N:6]1[CH2:7][CH2:8][CH:3]([CH2:2][NH:1][C:20]([CH2:19][CH2:18][CH2:17][Cl:16])=[O:21])[CH2:4][CH2:5]1)=[O:10])([CH3:15])([CH3:14])[CH3:13]. The catalyst class is: 22.